Predict which catalyst facilitates the given reaction. From a dataset of Catalyst prediction with 721,799 reactions and 888 catalyst types from USPTO. (1) Reactant: C([O:8][C:9]1[CH:10]=[CH:11][C:12](/[CH:35]=[CH:36]/[C:37]([O:39]CC2C=CC=CC=2)=[O:38])=[C:13]([C:15]2[CH2:19][C:18]([CH2:27][C:28]([O:30][C:31]([CH3:34])([CH3:33])[CH3:32])=[O:29])([C:20]([O:22][C:23]([CH3:26])([CH3:25])[CH3:24])=[O:21])[O:17][N:16]=2)[CH:14]=1)C1C=CC=CC=1. Product: [C:23]([O:22][C:20]([C:18]1([CH2:27][C:28]([O:30][C:31]([CH3:34])([CH3:33])[CH3:32])=[O:29])[O:17][N:16]=[C:15]([C:13]2[CH:14]=[C:9]([OH:8])[CH:10]=[CH:11][C:12]=2[CH2:35][CH2:36][C:37]([OH:39])=[O:38])[CH2:19]1)=[O:21])([CH3:25])([CH3:26])[CH3:24]. The catalyst class is: 354. (2) Reactant: [NH2:1][CH2:2][CH2:3][N:4]([C:18]1[CH:23]=[CH:22][C:21]([CH3:24])=[CH:20][C:19]=1[CH2:25][C:26]1[C:31]([F:32])=[CH:30][CH:29]=[CH:28][C:27]=1[F:33])[S:5]([C:8]1[CH:13]=[CH:12][C:11]([O:14][CH3:15])=[C:10]([O:16][CH3:17])[CH:9]=1)(=[O:7])=[O:6].N1C=CC=CC=1.[C:40](OC(=O)C)(=[O:42])[CH3:41]. Product: [F:33][C:27]1[CH:28]=[CH:29][CH:30]=[C:31]([F:32])[C:26]=1[CH2:25][C:19]1[CH:20]=[C:21]([CH3:24])[CH:22]=[CH:23][C:18]=1[N:4]([S:5]([C:8]1[CH:13]=[CH:12][C:11]([O:14][CH3:15])=[C:10]([O:16][CH3:17])[CH:9]=1)(=[O:6])=[O:7])[CH2:3][CH2:2][NH:1][C:40](=[O:42])[CH3:41]. The catalyst class is: 1. (3) Reactant: Br[C:2]1[N:7]=[CH:6][C:5]([NH:8][C:9]2[CH:14]=[CH:13][C:12]([CH2:15][C:16]3[C:24]4[C:23]([O:25][CH2:26][CH3:27])=[N:22][CH:21]=[N:20][C:19]=4[NH:18][CH:17]=3)=[C:11]([F:28])[N:10]=2)=[CH:4][CH:3]=1.C([Li])(C)(C)C.O. Product: [CH2:26]([O:25][C:23]1[C:24]2[C:16]([CH2:15][C:12]3[CH:13]=[CH:14][C:9]([NH:8][C:5]4[CH:6]=[N:7][CH:2]=[CH:3][CH:4]=4)=[N:10][C:11]=3[F:28])=[CH:17][NH:18][C:19]=2[N:20]=[CH:21][N:22]=1)[CH3:27]. The catalyst class is: 7. (4) Reactant: [Cl:1][C:2]1[CH:24]=[C:23]([Cl:25])[CH:22]=[CH:21][C:3]=1[CH2:4][N:5]1[C:9]([C:10](OCC)=[O:11])=[CH:8][C:7]([C:15]2[CH:20]=[CH:19][CH:18]=[CH:17][CH:16]=2)=[N:6]1.[H-].C([Al+]CC(C)C)C(C)C.CO.[C@H](O)(C([O-])=O)[C@@H](O)C([O-])=O.[Na+].[K+]. Product: [Cl:1][C:2]1[CH:24]=[C:23]([Cl:25])[CH:22]=[CH:21][C:3]=1[CH2:4][N:5]1[C:9]([CH2:10][OH:11])=[CH:8][C:7]([C:15]2[CH:20]=[CH:19][CH:18]=[CH:17][CH:16]=2)=[N:6]1. The catalyst class is: 207. (5) Reactant: [CH3:1][O:2][C:3]1[CH:8]=[CH:7][C:6]([N:9]2[C:18](=[O:19])[C:17]3[C:12](=[CH:13][CH:14]=[CH:15][CH:16]=3)[N:11]=[C:10]2[CH:20]([NH:22]C)[CH3:21])=[CH:5][CH:4]=1.[C:24]([C:28]1[CH:33]=[CH:32][C:31]([S:34](Cl)(=[O:36])=[O:35])=[CH:30][CH:29]=1)([CH3:27])([CH3:26])[CH3:25].[CH2:38](O)C(N)(CO)CO. Product: [C:24]([C:28]1[CH:33]=[CH:32][C:31]([S:34]([NH:22][CH:20]([C:10]2[N:9]([C:6]3[CH:7]=[CH:8][C:3]([O:2][CH3:1])=[CH:4][CH:5]=3)[C:18](=[O:19])[C:17]3[C:12](=[CH:13][CH:14]=[CH:15][CH:16]=3)[N:11]=2)[CH3:21])(=[O:36])=[O:35])=[C:30]([CH3:38])[CH:29]=1)([CH3:27])([CH3:26])[CH3:25]. The catalyst class is: 2. (6) Reactant: [CH3:1][O:2][C:3]1[CH:41]=[C:40]([O:42][CH3:43])[CH:39]=[CH:38][C:4]=1[CH2:5][NH:6][C:7]1[C:8]2[CH:15]=[CH:14][N:13]([C@H:16]3[C@@H:20]4[O:21][C:22]([CH3:25])([CH3:24])[O:23][C@@H:19]4[C@@H:18]([CH2:26][N:27]([CH3:37])[CH:28]4[CH2:31][CH:30]([CH2:32][CH2:33][C:34](O)=[O:35])[CH2:29]4)[CH2:17]3)[C:9]=2[N:10]=[CH:11][N:12]=1.C(N(CC)C(C)C)(C)C.[Br:53][C:54]1[CH:55]=[C:56]([NH2:61])[C:57]([NH2:60])=[CH:58][CH:59]=1. Product: [NH2:61][C:56]1[CH:55]=[C:54]([Br:53])[CH:59]=[CH:58][C:57]=1[NH:60][C:34](=[O:35])[CH2:33][CH2:32][CH:30]1[CH2:31][CH:28]([N:27]([CH2:26][C@@H:18]2[C@@H:19]3[C@@H:20]([O:21][C:22]([CH3:24])([CH3:25])[O:23]3)[C@H:16]([N:13]3[C:9]4[N:10]=[CH:11][N:12]=[C:7]([NH:6][CH2:5][C:4]5[CH:38]=[CH:39][C:40]([O:42][CH3:43])=[CH:41][C:3]=5[O:2][CH3:1])[C:8]=4[CH:15]=[CH:14]3)[CH2:17]2)[CH3:37])[CH2:29]1. The catalyst class is: 9. (7) Reactant: [CH3:1][O:2][C:3]1[CH:4]=[C:5]([C@@H:12]([OH:36])[C@@H:13]([CH2:27][CH2:28][CH2:29][C:30]2[CH:35]=[CH:34][CH:33]=[CH:32][CH:31]=2)[CH2:14][N:15]2[CH:19]=[C:18](/[CH:20]=[CH:21]/[C:22]([O:24][CH2:25][CH3:26])=[O:23])[CH:17]=[N:16]2)[CH:6]=[C:7]([O:10][CH3:11])[C:8]=1[CH3:9]. Product: [CH2:25]([O:24][C:22](=[O:23])[CH2:21][CH2:20][C:18]1[CH:17]=[N:16][N:15]([CH2:14][C@@H:13]([C@@H:12]([C:5]2[CH:6]=[C:7]([O:10][CH3:11])[C:8]([CH3:9])=[C:3]([O:2][CH3:1])[CH:4]=2)[OH:36])[CH2:27][CH2:28][CH2:29][C:30]2[CH:35]=[CH:34][CH:33]=[CH:32][CH:31]=2)[CH:19]=1)[CH3:26]. The catalyst class is: 352. (8) Product: [Br:1][C:2]1[CH:9]=[CH:8][C:5]([CH2:6][NH:7][C:12]([NH:14][C:15]2[CH:16]=[CH:17][CH:18]=[C:19]3[C:24]=2[CH:23]=[N:22][CH:21]=[CH:20]3)=[O:13])=[CH:4][CH:3]=1. The catalyst class is: 5. Reactant: [Br:1][C:2]1[CH:9]=[CH:8][C:5]([CH2:6][NH2:7])=[CH:4][CH:3]=1.ClC(Cl)(Cl)[C:12]([NH:14][C:15]1[CH:16]=[CH:17][CH:18]=[C:19]2[C:24]=1[CH:23]=[N:22][CH:21]=[CH:20]2)=[O:13].C1CCN2C(=NCCC2)CC1. (9) Reactant: N1C=CC=CC=1.Cl[CH2:8][CH2:9][CH2:10][CH2:11][CH2:12][CH2:13][OH:14].[C:15](OC(=O)C)(=[O:17])[CH3:16]. Product: [C:15]([O:14][CH:13]1[CH2:12][CH2:11][CH2:10][CH2:9][CH2:8]1)(=[O:17])[CH3:16]. The catalyst class is: 6.